This data is from M1 muscarinic receptor agonist screen with 61,833 compounds. The task is: Binary Classification. Given a drug SMILES string, predict its activity (active/inactive) in a high-throughput screening assay against a specified biological target. (1) The drug is S(=O)(=O)(Nc1c(cccc1)C(=O)NCC=C)c1ccccc1. The result is 0 (inactive). (2) The drug is O(C(=O)c1[nH]c2c(c1NC(=O)c1cc(OC)c(OC)c(OC)c1)cccc2)CC. The result is 0 (inactive). (3) The compound is O1C(CC(OC(=O)c2ccc(OCC(C)C)cc2)C(C1)CN(C)C)(C)C. The result is 0 (inactive). (4) The compound is S=c1nc([nH]c(N)c1C(=O)C)c1ccccc1. The result is 0 (inactive). (5) The drug is Fc1ccc(N2CCN(CC2)C(=O)c2cc3OCOc3cc2)cc1. The result is 0 (inactive).